Dataset: Catalyst prediction with 721,799 reactions and 888 catalyst types from USPTO. Task: Predict which catalyst facilitates the given reaction. (1) The catalyst class is: 1. Reactant: COC[O:4][C:5](=[O:41])[C:6]1[CH:11]=[CH:10][C:9]([CH2:12][O:13][C:14]2[CH:19]=[C:18]([C:20]([F:23])([F:22])[F:21])[CH:17]=[CH:16][C:15]=2[N:24]([S:32]([C:35]2[CH:40]=[CH:39][CH:38]=[CH:37][CH:36]=2)(=[O:34])=[O:33])[CH2:25][C:26]([O:28]COC)=O)=[CH:8][CH:7]=1.[CH3:42][NH:43][CH3:44]. Product: [CH3:42][N:43]([C:26]([CH2:25][N:24]([S:32]([C:35]1[CH:36]=[CH:37][CH:38]=[CH:39][CH:40]=1)(=[O:34])=[O:33])[C:15]1[CH:16]=[CH:17][C:18]([C:20]([F:22])([F:21])[F:23])=[CH:19][C:14]=1[O:13][CH2:12][C:9]1[CH:10]=[CH:11][C:6]([C:5]([OH:4])=[O:41])=[CH:7][CH:8]=1)=[O:28])[CH3:44]. (2) Reactant: [Cl:1][C:2]1[N:7]=[C:6]([OH:8])[CH:5]=[CH:4][CH:3]=1.[CH3:9][O:10][C:11]1[CH:12]=[C:13]([CH2:19][CH2:20]O)[CH:14]=[CH:15][C:16]=1[O:17][CH3:18].C1(P(C2C=CC=CC=2)C2C=CC=CC=2)C=CC=CC=1.N(C(OCC)=O)=NC(OCC)=O. Product: [Cl:1][C:2]1[CH:3]=[CH:4][CH:5]=[C:6]([O:8][CH2:20][CH2:19][C:13]2[CH:14]=[CH:15][C:16]([O:17][CH3:18])=[C:11]([O:10][CH3:9])[CH:12]=2)[N:7]=1. The catalyst class is: 7. (3) Reactant: [H-].[Al+3].[Li+].[H-].[H-].[H-].[N:7]1[CH:12]=[CH:11][CH:10]=[C:9]([CH:13]([CH3:20])[CH2:14][C:15](OCC)=[O:16])[CH:8]=1. Product: [N:7]1[CH:12]=[CH:11][CH:10]=[C:9]([CH:13]([CH3:20])[CH2:14][CH2:15][OH:16])[CH:8]=1. The catalyst class is: 7. (4) Reactant: [Cl:1][C:2]1[N:7]=[C:6]([NH2:8])[N:5]=[C:4]2[NH:9][N:10]=[CH:11][C:3]=12.Cl.Cl[CH2:14][C:15]1[C:20]([CH3:21])=[C:19]([O:22][CH3:23])[C:18]([CH3:24])=[CH:17][N:16]=1.C([O-])([O-])=O.[K+].[K+].CN(C=O)C. Product: [Cl:1][C:2]1[N:7]=[C:6]([NH2:8])[N:5]=[C:4]2[N:9]([CH2:14][C:15]3[C:20]([CH3:21])=[C:19]([O:22][CH3:23])[C:18]([CH3:24])=[CH:17][N:16]=3)[N:10]=[CH:11][C:3]=12. The catalyst class is: 25. (5) Reactant: [C:1]1([CH:8]=[CH:7][CH:6]=[C:4]([OH:5])[CH:3]=1)[OH:2].[CH2:9]=[O:10].[OH-].[Na+].[OH-].[K+]. Product: [C:1]1([CH:8]=[CH:7][CH:6]=[C:4]([OH:5])[CH:3]=1)[OH:2].[CH2:9]=[O:10]. The catalyst class is: 6.